Dataset: Reaction yield outcomes from USPTO patents with 853,638 reactions. Task: Predict the reaction yield, written as a fraction of the theoretical maximum amount of product (1.0 means a 100% yield; for example, 0.34 means a 34% yield). The reactants are [F:1][C:2]1([F:41])[O:6][C:5]2[CH:7]=[CH:8][C:9]([C:11]3([C:14]([NH:16][C@H:17]4[CH2:22][C@@H:21]([C:23]5[CH:28]=[CH:27][C:26]([O:29][CH3:30])=[CH:25][CH:24]=5)[O:20][C@@H:19]([C:31]5[CH:40]=[CH:39][C:34]([C:35]([O:37]C)=[O:36])=[CH:33][CH:32]=5)[CH2:18]4)=[O:15])[CH2:13][CH2:12]3)=[CH:10][C:4]=2[O:3]1. The catalyst is CO.[OH-].[Li+]. The product is [F:41][C:2]1([F:1])[O:6][C:5]2[CH:7]=[CH:8][C:9]([C:11]3([C:14]([NH:16][C@H:17]4[CH2:22][C@@H:21]([C:23]5[CH:28]=[CH:27][C:26]([O:29][CH3:30])=[CH:25][CH:24]=5)[O:20][C@@H:19]([C:31]5[CH:32]=[CH:33][C:34]([C:35]([OH:37])=[O:36])=[CH:39][CH:40]=5)[CH2:18]4)=[O:15])[CH2:12][CH2:13]3)=[CH:10][C:4]=2[O:3]1. The yield is 0.720.